Dataset: Full USPTO retrosynthesis dataset with 1.9M reactions from patents (1976-2016). Task: Predict the reactants needed to synthesize the given product. (1) Given the product [Br:13][C:14]1[CH:18]=[C:17]([Cl:19])[S:16][C:15]=1[S:20]([NH:1][C:2]1[CH:11]=[CH:10][C:5]([C:6]([O:8][CH3:9])=[O:7])=[C:4]([OH:12])[CH:3]=1)(=[O:22])=[O:21], predict the reactants needed to synthesize it. The reactants are: [NH2:1][C:2]1[CH:3]=[C:4]([OH:12])[C:5](=[CH:10][CH:11]=1)[C:6]([O:8][CH3:9])=[O:7].[Br:13][C:14]1[CH:18]=[C:17]([Cl:19])[S:16][C:15]=1[S:20](Cl)(=[O:22])=[O:21]. (2) Given the product [CH2:40]=[C:39]([C:2]1[CH:3]=[C:4]2[C:8](=[CH:9][CH:10]=1)[N:7]([CH:11]1[CH2:16][CH2:15][CH2:14][CH2:13][O:12]1)[N:6]=[C:5]2[C:17]1[N:22]=[C:21]([O:23][C@H:24]2[CH2:31][N:30]([C:32]([O:34][C:35]([CH3:36])([CH3:38])[CH3:37])=[O:33])[CH2:29][CH2:28][C:25]32[CH2:26][CH2:27]3)[CH:20]=[N:19][CH:18]=1)[CH3:41], predict the reactants needed to synthesize it. The reactants are: Br[C:2]1[CH:3]=[C:4]2[C:8](=[CH:9][CH:10]=1)[N:7]([CH:11]1[CH2:16][CH2:15][CH2:14][CH2:13][O:12]1)[N:6]=[C:5]2[C:17]1[N:22]=[C:21]([O:23][C@H:24]2[CH2:31][N:30]([C:32]([O:34][C:35]([CH3:38])([CH3:37])[CH3:36])=[O:33])[CH2:29][CH2:28][C:25]32[CH2:27][CH2:26]3)[CH:20]=[N:19][CH:18]=1.[C:39]([B-](F)(F)F)([CH3:41])=[CH2:40].[K+].CCN(CC)CC. (3) Given the product [CH3:1][C:2]1[N:6]([CH3:7])[C:5]2[CH:8]=[C:9]([C:22]([NH2:30])=[O:23])[C:10]3[CH2:11][CH2:12][CH:13]([C:16]4[CH:17]=[CH:18][CH:19]=[CH:20][CH:21]=4)[O:14][C:15]=3[C:4]=2[N:3]=1, predict the reactants needed to synthesize it. The reactants are: [CH3:1][C:2]1[N:6]([CH3:7])[C:5]2[CH:8]=[C:9]([C:22](O)=[O:23])[C:10]3[CH2:11][CH2:12][CH:13]([C:16]4[CH:21]=[CH:20][CH:19]=[CH:18][CH:17]=4)[O:14][C:15]=3[C:4]=2[N:3]=1.F[B-](F)(F)F.[N:30]1(OC(N(C)C)=[N+](C)C)C2C=CC=CC=2N=N1.N.